The task is: Predict which catalyst facilitates the given reaction.. This data is from Catalyst prediction with 721,799 reactions and 888 catalyst types from USPTO. (1) Reactant: [OH:1][C:2]1[CH:7]=[CH:6][N:5]=[C:4]([C:8]([OH:10])=[O:9])[CH:3]=1.C(=O)([O-])[O-].[K+].[K+].[OH-].[Li+]. Product: [CH2:7]([O:1][C:2]1[CH:7]=[CH:6][N:5]=[C:4]([C:8]([OH:10])=[O:9])[CH:3]=1)[CH2:2][CH2:3][CH3:4]. The catalyst class is: 198. (2) Reactant: [O:1]=[C:2]1[CH2:7][CH2:6][N:5]([C:8]([O:10][C:11]([CH3:14])([CH3:13])[CH3:12])=[O:9])[CH2:4][CH2:3]1.[O-]CC.[Na+].O.[N+:20]([CH3:23])([O-:22])=[O:21]. Product: [OH:1][C:2]1([CH2:23][N+:20]([O-:22])=[O:21])[CH2:3][CH2:4][N:5]([C:8]([O:10][C:11]([CH3:14])([CH3:13])[CH3:12])=[O:9])[CH2:6][CH2:7]1. The catalyst class is: 8. (3) Reactant: [CH2:1]([O:3][C:4](=[O:16])[CH2:5][N:6]1[C:14]2[CH2:13][CH2:12][CH2:11][C:10](=O)[C:9]=2[CH:8]=[N:7]1)[CH3:2].[Cl-].[OH:18][NH3+:19].N.[Cl-].[NH4+]. Product: [CH2:1]([O:3][C:4](=[O:16])[CH2:5][N:6]1[C:14]2[CH2:13][CH2:12][CH2:11][C:10](=[N:19][OH:18])[C:9]=2[CH:8]=[N:7]1)[CH3:2]. The catalyst class is: 8. (4) Reactant: [NH2:1][C:2]1[S:3][C:4]2[C:10]([C:11]#[N:12])=[C:9]([O:13][C:14]3[CH:15]=[C:16]([NH:20][C:21](=[O:33])[C:22]4[CH:27]=[CH:26][CH:25]=[C:24]([C:28]([C:31]#[N:32])([CH3:30])[CH3:29])[CH:23]=4)[CH:17]=[CH:18][CH:19]=3)[CH:8]=[CH:7][C:5]=2[N:6]=1.[C:34](Cl)(=[O:36])[CH3:35]. Product: [C:34]([NH:1][C:2]1[S:3][C:4]2[C:10]([C:11]#[N:12])=[C:9]([O:13][C:14]3[CH:15]=[C:16]([NH:20][C:21](=[O:33])[C:22]4[CH:27]=[CH:26][CH:25]=[C:24]([C:28]([C:31]#[N:32])([CH3:30])[CH3:29])[CH:23]=4)[CH:17]=[CH:18][CH:19]=3)[CH:8]=[CH:7][C:5]=2[N:6]=1)(=[O:36])[CH3:35]. The catalyst class is: 17. (5) Reactant: [CH:1]1[C:9]2[C:8]3[CH:10]=[CH:11][CH:12]=[CH:13][C:7]=3[O:6][C:5]=2[CH:4]=[C:3]([O:14][CH2:15][CH2:16][NH2:17])[CH:2]=1.Br[CH2:19][C:20]([C:22]1[CH:27]=[CH:26][CH:25]=[C:24]([NH:28][S:29]([CH3:32])(=[O:31])=[O:30])[CH:23]=1)=[O:21].CN(C)C=O.[ClH:38].C(O)C. Product: [ClH:38].[CH:1]1[C:9]2[C:8]3[CH:10]=[CH:11][CH:12]=[CH:13][C:7]=3[O:6][C:5]=2[CH:4]=[C:3]([O:14][CH2:15][CH2:16][NH:17][CH2:19][CH:20]([C:22]2[CH:23]=[C:24]([NH:28][S:29]([CH3:32])(=[O:31])=[O:30])[CH:25]=[CH:26][CH:27]=2)[OH:21])[CH:2]=1. The catalyst class is: 254.